Dataset: Full USPTO retrosynthesis dataset with 1.9M reactions from patents (1976-2016). Task: Predict the reactants needed to synthesize the given product. (1) The reactants are: C(Cl)CCl.[NH2:5][C:6]1[N:11]=[CH:10][C:9]([CH:12]=[CH:13][C:14]([OH:16])=O)=[CH:8][CH:7]=1.[CH2:17]([N:19]1[C:27]2[C:22](=[CH:23][CH:24]=[CH:25][CH:26]=2)[CH:21]=[C:20]1[CH2:28][NH:29][CH3:30])[CH3:18].C1C=CC2N(O)N=NC=2C=1.O.C(N(C(C)C)CC)(C)C. Given the product [NH2:5][C:6]1[N:11]=[CH:10][C:9](/[CH:12]=[CH:13]/[C:14]([N:29]([CH2:28][C:20]2[N:19]([CH2:17][CH3:18])[C:27]3[C:22]([CH:21]=2)=[CH:23][CH:24]=[CH:25][CH:26]=3)[CH3:30])=[O:16])=[CH:8][CH:7]=1, predict the reactants needed to synthesize it. (2) Given the product [CH3:1][O:2][C:3]1[C:4](=[O:20])[C:5]([C:9]2[N:13]([C:14]3[CH:19]=[CH:18][CH:17]=[CH:16][CH:15]=3)[N:12]=[CH:11][CH:10]=2)=[N:6][N:7]([CH2:27][C:26]2[CH:29]=[CH:30][CH:31]=[CH:32][C:25]=2[C:24]([F:23])([F:33])[F:34])[CH:8]=1, predict the reactants needed to synthesize it. The reactants are: [CH3:1][O:2][C:3]1[C:4]([OH:20])=[C:5]([C:9]2[N:13]([C:14]3[CH:19]=[CH:18][CH:17]=[CH:16][CH:15]=3)[N:12]=[CH:11][CH:10]=2)[N:6]=[N:7][CH:8]=1.[H-].[Na+].[F:23][C:24]([F:34])([F:33])[C:25]1[CH:32]=[CH:31][CH:30]=[CH:29][C:26]=1[CH2:27]Br.O.